From a dataset of Reaction yield outcomes from USPTO patents with 853,638 reactions. Predict the reaction yield, written as a fraction of the theoretical maximum amount of product (1.0 means a 100% yield; for example, 0.34 means a 34% yield). (1) The reactants are [Cl:1][C:2]1[CH:3]=[C:4]([NH:10][C:11]2[CH:15]=[C:14]([CH3:16])[NH:13][N:12]=2)[C:5](=[O:9])[N:6]([CH3:8])[N:7]=1.[H-].[Na+].I[CH3:20]. The catalyst is CN(C=O)C. The product is [Cl:1][C:2]1[CH:3]=[C:4]([NH:10][C:11]2[CH:15]=[C:14]([CH3:16])[N:13]([CH3:20])[N:12]=2)[C:5](=[O:9])[N:6]([CH3:8])[N:7]=1. The yield is 0.240. (2) The reactants are [CH3:1][C:2]1[C:3]([O:11][C:12]2[CH:17]=[CH:16][N:15]=[C:14]([NH2:18])[CH:13]=2)=[N:4][CH:5]=[C:6]([N+:8]([O-:10])=[O:9])[CH:7]=1.[CH3:19][C:20]([O:23][C:24](O[C:24]([O:23][C:20]([CH3:22])([CH3:21])[CH3:19])=[O:25])=[O:25])([CH3:22])[CH3:21]. The catalyst is CC(O)(C)C. The product is [CH3:1][C:2]1[C:3]([O:11][C:12]2[CH:17]=[CH:16][N:15]=[C:14]([NH:18][C:24](=[O:25])[O:23][C:20]([CH3:22])([CH3:21])[CH3:19])[CH:13]=2)=[N:4][CH:5]=[C:6]([N+:8]([O-:10])=[O:9])[CH:7]=1. The yield is 0.710. (3) The reactants are [CH3:1][C:2]1[N:7]([CH2:8][CH2:9][CH2:10][CH2:11][CH3:12])[CH:6]=[C:5]([C:13]([OH:15])=[O:14])[C:4](=[O:16])[CH:3]=1.C(=O)([O-])[O-].[Ca+2].[Cl-].[I-:23]. The catalyst is CN(C=O)C. The product is [I:23][C:3]1[C:4](=[O:16])[C:5]([C:13]([OH:15])=[O:14])=[CH:6][N:7]([CH2:8][CH2:9][CH2:10][CH2:11][CH3:12])[C:2]=1[CH3:1]. The yield is 0.950. (4) The catalyst is N1C=CC=CC=1. The reactants are [CH2:1]([OH:10])[CH2:2][CH2:3][CH:4]([OH:9])[CH2:5][CH2:6][CH2:7][OH:8].[CH3:11][C:12](OCC1C2C(=CC=CC=2)C(COC(C)=O)=C2C=1C=CC=C2)=[O:13].[C:35](OCC)(=[O:37])[CH3:36]. The product is [C:12]([O:10][CH2:1][CH2:2][CH2:3][CH:4]([OH:9])[CH2:5][CH2:6][CH2:7][O:8][C:35](=[O:37])[CH3:36])(=[O:13])[CH3:11]. The yield is 0.500. (5) The reactants are [CH2:1]([P:3]([O-:9])[O:4][CH2:5][CH2:6][CH2:7][CH3:8])[CH3:2].[H-].[Na+].B(F)(F)F.[CH3:16][CH2:17][O:18]CC.C1OC1.[Cl-].[NH4+]. The catalyst is C1(C)C=CC=CC=1. The product is [CH2:1]([P:3]([CH2:16][CH2:17][OH:18])(=[O:9])[O:4][CH2:5][CH2:6][CH2:7][CH3:8])[CH3:2]. The yield is 0.780. (6) The reactants are [CH2:1]([O:3][C:4]1[CH2:9][CH2:8][CH2:7][C:6](=[O:10])[CH:5]=1)[CH3:2].[Br:11]N1C(=O)CCC1=O. The catalyst is C(Cl)Cl. The product is [Br:11][C:5]1[C:6](=[O:10])[CH2:7][CH2:8][CH2:9][C:4]=1[O:3][CH2:1][CH3:2]. The yield is 0.920. (7) The reactants are [CH3:1][O:2][C:3]([C:5]1([S:11]([C:14]2[CH:19]=[CH:18][C:17]([O:20][CH2:21][C:22]#[C:23][CH3:24])=[CH:16][CH:15]=2)(=[O:13])=[O:12])[CH2:10][CH2:9][NH:8][CH2:7][CH2:6]1)=[O:4].C(N(CC)CC)C.[CH3:32][O:33][C:34]1[CH:42]=[CH:41][C:37]([C:38](Cl)=[O:39])=[CH:36][CH:35]=1.CN(C1C=CC=CN=1)C. The catalyst is C(Cl)(Cl)Cl. The product is [CH3:1][O:2][C:3]([C:5]1([S:11]([C:14]2[CH:15]=[CH:16][C:17]([O:20][CH2:21][C:22]#[C:23][CH3:24])=[CH:18][CH:19]=2)(=[O:13])=[O:12])[CH2:10][CH2:9][N:8]([C:38](=[O:39])[C:37]2[CH:41]=[CH:42][C:34]([O:33][CH3:32])=[CH:35][CH:36]=2)[CH2:7][CH2:6]1)=[O:4]. The yield is 0.750. (8) The catalyst is C1COCC1. The reactants are [CH2:1]([O:3][C:4](=[O:26])[C:5]([CH3:25])([CH3:24])[CH2:6][CH2:7][CH2:8][CH2:9][C:10](=[CH2:23])[CH2:11][CH2:12][CH2:13][CH2:14][C:15]([CH3:22])([CH3:21])[C:16]([O:18][CH2:19][CH3:20])=[O:17])[CH3:2].B.CSC.[OH:31]O.[OH-].[Na+]. The product is [CH2:1]([O:3][C:4](=[O:26])[C:5]([CH3:24])([CH3:25])[CH2:6][CH2:7][CH2:8][CH2:9][CH:10]([CH2:23][OH:31])[CH2:11][CH2:12][CH2:13][CH2:14][C:15]([CH3:22])([CH3:21])[C:16]([O:18][CH2:19][CH3:20])=[O:17])[CH3:2]. The yield is 0.770. (9) The reactants are [C:1]([O:5][C:6]([N:8]1[CH2:13][CH2:12][N:11]([CH2:14][C:15]2[CH:20]=[CH:19][CH:18]=[CH:17][CH:16]=2)[CH2:10][C@@H:9]1[CH2:21][CH2:22][O:23]S(C)(=O)=O)=[O:7])([CH3:4])([CH3:3])[CH3:2].[I-].[Na+].[C:30]1(O)[CH:35]=[CH:34][CH:33]=[CH:32][CH:31]=1. The catalyst is CN(C)C=O.C(=O)(O)[O-].[Na+]. The product is [C:1]([O:5][C:6]([N:8]1[CH2:13][CH2:12][N:11]([CH2:14][C:15]2[CH:20]=[CH:19][CH:18]=[CH:17][CH:16]=2)[CH2:10][C@@H:9]1[CH2:21][CH2:22][O:23][C:30]1[CH:35]=[CH:34][CH:33]=[CH:32][CH:31]=1)=[O:7])([CH3:4])([CH3:3])[CH3:2]. The yield is 0.250. (10) The reactants are Cl.[F:2][C:3]([CH3:8])([CH3:7])[CH2:4][CH2:5][NH2:6].CN1CCCC1.[F:15][C:16]1[CH:21]=[C:20]([CH3:22])[C:19]([C:23]2[CH:34]=[N:33][C:26]3[N:27]=[C:28]([NH:31][CH3:32])[N:29]=[CH:30][C:25]=3[CH:24]=2)=[CH:18][C:17]=1[NH:35][C:36](=O)[O:37]C(C)=C. The catalyst is O1CCOCC1. The product is [F:2][C:3]([CH3:8])([CH3:7])[CH2:4][CH2:5][NH:6][C:36]([NH:35][C:17]1[CH:18]=[C:19]([C:23]2[CH:34]=[N:33][C:26]3[N:27]=[C:28]([NH:31][CH3:32])[N:29]=[CH:30][C:25]=3[CH:24]=2)[C:20]([CH3:22])=[CH:21][C:16]=1[F:15])=[O:37]. The yield is 0.700.